From a dataset of Forward reaction prediction with 1.9M reactions from USPTO patents (1976-2016). Predict the product of the given reaction. (1) Given the reactants [CH3:1][O:2][C:3](=[O:11])[C:4]1[CH:9]=[CH:8][C:7](F)=[N:6][CH:5]=1.[C:12]([O:16][C:17]([N:19]1[CH2:24][C@@H:23]([CH3:25])[NH:22][CH2:21][C@@H:20]1[CH3:26])=[O:18])([CH3:15])([CH3:14])[CH3:13].C(=O)([O-])[O-].[K+].[K+], predict the reaction product. The product is: [C:12]([O:16][C:17]([N:19]1[CH2:24][C@@H:23]([CH3:25])[N:22]([C:7]2[CH:8]=[CH:9][C:4]([C:3]([O:2][CH3:1])=[O:11])=[CH:5][N:6]=2)[CH2:21][C@@H:20]1[CH3:26])=[O:18])([CH3:15])([CH3:13])[CH3:14]. (2) The product is: [O:18]=[C:4]([CH3:20])[C@@H:5]([NH:7][C:8](=[O:17])[O:9][CH2:10][C:11]1[CH:12]=[CH:13][CH:14]=[CH:15][CH:16]=1)[CH3:6]. Given the reactants CON(C)[C:4](=[O:18])[C@@H:5]([NH:7][C:8](=[O:17])[O:9][CH2:10][C:11]1[CH:16]=[CH:15][CH:14]=[CH:13][CH:12]=1)[CH3:6].[CH3:20][Mg]Br.C1COCC1.C1(C)C=CC=CC=1.O, predict the reaction product. (3) Given the reactants C(OC(=O)[NH:10][C@@H:11]([CH2:52][CH2:53][CH2:54][NH:55][C:56]([O:58][C:59]([CH3:62])([CH3:61])[CH3:60])=[O:57])[C:12](=[O:51])[NH:13][CH2:14][CH2:15][CH2:16][C@H:17]([NH:43][C:44]([O:46][C:47]([CH3:50])([CH3:49])[CH3:48])=[O:45])[CH2:18][C:19](=[O:42])[NH:20][CH2:21][C@@H:22]([NH:34][C:35]([O:37][C:38]([CH3:41])([CH3:40])[CH3:39])=[O:36])[CH2:23][CH2:24][CH2:25][NH:26][C:27](=[O:33])[O:28][C:29]([CH3:32])([CH3:31])[CH3:30])C1C=CC=CC=1, predict the reaction product. The product is: [NH2:10][C@H:11]([C:12](=[O:51])[NH:13][CH2:14][CH2:15][CH2:16][C@H:17]([NH:43][C:44]([O:46][C:47]([CH3:50])([CH3:49])[CH3:48])=[O:45])[CH2:18][C:19](=[O:42])[NH:20][CH2:21][C@@H:22]([NH:34][C:35]([O:37][C:38]([CH3:40])([CH3:39])[CH3:41])=[O:36])[CH2:23][CH2:24][CH2:25][NH:26][C:27](=[O:33])[O:28][C:29]([CH3:30])([CH3:31])[CH3:32])[CH2:52][CH2:53][CH2:54][NH:55][C:56](=[O:57])[O:58][C:59]([CH3:60])([CH3:61])[CH3:62].